This data is from CYP2D6 inhibition data for predicting drug metabolism from PubChem BioAssay. The task is: Regression/Classification. Given a drug SMILES string, predict its absorption, distribution, metabolism, or excretion properties. Task type varies by dataset: regression for continuous measurements (e.g., permeability, clearance, half-life) or binary classification for categorical outcomes (e.g., BBB penetration, CYP inhibition). Dataset: cyp2d6_veith. (1) The molecule is CC(C)N(C(=O)CSc1nc2ccccc2n1-c1ccccc1)C(C)C. The result is 0 (non-inhibitor). (2) The molecule is Cc1nc2cnc(Oc3cccc(Cl)c3)nc2n(CCc2ccccc2)c1=O. The result is 0 (non-inhibitor). (3) The compound is O=C(Nc1cccc(F)c1)N1CC2(CCN(C(=O)c3csnn3)CC2)C1. The result is 0 (non-inhibitor). (4) The molecule is CCCCCCCCCCCCCCSCC(=O)O. The result is 0 (non-inhibitor). (5) The molecule is Cc1cnc(CNc2ncncc2-c2ccc(C(=O)N(C)C)cc2)cn1. The result is 0 (non-inhibitor). (6) The compound is O=C(NC(=S)Nc1cccc(Cl)c1N1CCCC1)c1ccc(-c2cccc([N+](=O)[O-])c2)o1. The result is 0 (non-inhibitor). (7) The compound is O=C(C[n+]1ccc2ccccc2c1)c1ccc2ccc3ccccc3c2c1. The result is 1 (inhibitor). (8) The molecule is O=C(O)C[C@H](Sc1ccccc1)c1ccccc1. The result is 0 (non-inhibitor). (9) The compound is CC(C)SC(=N)N. The result is 0 (non-inhibitor).